From a dataset of Forward reaction prediction with 1.9M reactions from USPTO patents (1976-2016). Predict the product of the given reaction. (1) Given the reactants [OH:1][C:2]1[CH:7]=[CH:6][C:5]([C:8](=[O:10])[CH3:9])=[CH:4][CH:3]=1.Cl[CH2:12][CH2:13][N:14]1[CH2:19][CH2:18][O:17][CH2:16][CH2:15]1.Cl.[O-]CC.[Na+].CCO, predict the reaction product. The product is: [O:17]1[CH2:18][CH2:19][N:14]([CH2:13][CH2:12][O:1][C:2]2[CH:7]=[CH:6][C:5]([C:8](=[O:10])[CH3:9])=[CH:4][CH:3]=2)[CH2:15][CH2:16]1. (2) Given the reactants [Cl:1][CH2:2][C:3]1[N:4]=[C:5]([CH2:8][NH:9]C(=O)OC(C)(C)C)[S:6][CH:7]=1.[F:17][C:18]([F:27])([F:26])[C:19]1[CH:24]=[CH:23][C:22]([OH:25])=[CH:21][CH:20]=1.C(=O)([O-])[O-].[K+].[K+].CC(C)=O, predict the reaction product. The product is: [ClH:1].[F:17][C:18]([F:26])([F:27])[C:19]1[CH:24]=[CH:23][C:22]([O:25][CH2:2][C:3]2[N:4]=[C:5]([CH2:8][NH2:9])[S:6][CH:7]=2)=[CH:21][CH:20]=1. (3) Given the reactants [O:1]1[CH:11]2[CH:2]1[CH2:3][O:4][C:5]1[CH:6]=[CH:7][CH:8]=[CH:9][C:10]=12.[NH:12]1[CH2:17][CH2:16][CH:15]([NH:18][C:19](=[O:25])[O:20][C:21]([CH3:24])([CH3:23])[CH3:22])[CH2:14][CH2:13]1, predict the reaction product. The product is: [OH:1][C@H:2]1[C@H:11]([N:12]2[CH2:13][CH2:14][CH:15]([NH:18][C:19](=[O:25])[O:20][C:21]([CH3:23])([CH3:22])[CH3:24])[CH2:16][CH2:17]2)[C:10]2[C:5](=[CH:6][CH:7]=[CH:8][CH:9]=2)[O:4][CH2:3]1. (4) The product is: [Cl:1][C:2]1[CH:30]=[CH:29][C:5]2[N:6]([CH2:18][C:19]3[CH:20]=[C:21]([O:27][CH3:28])[CH:22]=[C:23]([O:25][CH3:26])[CH:24]=3)[C:7](=[O:17])[CH2:8][N:9]3[C:38](=[O:39])[C@@H:37]([O:36][C:35]4[CH:41]=[C:42]([O:44][CH3:45])[CH:43]=[C:33]([O:32][CH3:31])[CH:34]=4)[C@:10]3([C:11]3[CH:12]=[CH:13][CH:14]=[CH:15][CH:16]=3)[C:4]=2[CH:3]=1. Given the reactants [Cl:1][C:2]1[CH:30]=[CH:29][C:5]2[N:6]([CH2:18][C:19]3[CH:24]=[C:23]([O:25][CH3:26])[CH:22]=[C:21]([O:27][CH3:28])[CH:20]=3)[C:7](=[O:17])[CH2:8][N:9]=[C:10]([C:11]3[CH:16]=[CH:15][CH:14]=[CH:13][CH:12]=3)[C:4]=2[CH:3]=1.[CH3:31][O:32][C:33]1[CH:34]=[C:35]([CH:41]=[C:42]([O:44][CH3:45])[CH:43]=1)[O:36][CH2:37][C:38](O)=[O:39], predict the reaction product. (5) Given the reactants Br[CH2:2][CH2:3][N:4]1[C:28](=[O:29])[N:7]2[CH:8]([C:21]3[CH:26]=[CH:25][CH:24]=[C:23]([OH:27])[CH:22]=3)[C:9]3[NH:10][C:11]4[C:16]([C:17]=3[CH2:18][C:6]2([CH3:30])[C:5]1=[O:31])=[CH:15][C:14]([O:19][CH3:20])=[CH:13][CH:12]=4.[C:32](=O)([O-])[O-].[Na+].[Na+].CN.O.[C:41](#[N:43])[CH3:42], predict the reaction product. The product is: [NH3:4].[CH:14]([O:19][CH:41]([CH3:42])[CH3:32])([CH3:15])[CH3:13].[OH:27][C:23]1[CH:22]=[C:21]([CH:8]2[C:9]3[NH:10][C:11]4[C:16](=[CH:15][C:14]([O:19][CH3:20])=[CH:13][CH:12]=4)[C:17]=3[CH2:18][C:6]3([CH3:30])[C:5](=[O:31])[N:4]([CH2:3][CH2:2][NH:43][CH3:41])[C:28](=[O:29])[N:7]23)[CH:26]=[CH:25][CH:24]=1. (6) Given the reactants [Br:1][C:2]1[CH:11]=[C:10]2[C:5]([CH2:6][CH2:7][CH:8]([NH:12][CH2:13][CH2:14][CH3:15])[CH2:9]2)=[CH:4][CH:3]=1.[CH3:16][S:17]([N:20]1[CH2:25][CH2:24][CH:23]([CH:26]=O)[CH2:22][CH2:21]1)(=[O:19])=[O:18].C(O[BH-](OC(=O)C)OC(=O)C)(=O)C.[Na+], predict the reaction product. The product is: [Br:1][C:2]1[CH:11]=[C:10]2[C:5]([CH2:6][CH2:7][CH:8]([N:12]([CH2:26][CH:23]3[CH2:24][CH2:25][N:20]([S:17]([CH3:16])(=[O:19])=[O:18])[CH2:21][CH2:22]3)[CH2:13][CH2:14][CH3:15])[CH2:9]2)=[CH:4][CH:3]=1.